Dataset: Forward reaction prediction with 1.9M reactions from USPTO patents (1976-2016). Task: Predict the product of the given reaction. (1) Given the reactants [CH2:1]([N:8]1[CH2:13][CH2:12][N:11]([CH2:14][C:15]2[NH:24][C:23](=O)[C:22]3[C:17](=[CH:18][CH:19]=[CH:20][CH:21]=3)[N:16]=2)[CH2:10][CH2:9]1)[C:2]1[CH:7]=[CH:6][CH:5]=[CH:4][CH:3]=1.S(Cl)([Cl:28])=O.CN(C=O)C, predict the reaction product. The product is: [CH2:1]([N:8]1[CH2:13][CH2:12][N:11]([CH2:14][C:15]2[N:24]=[C:23]([Cl:28])[C:22]3[C:17](=[CH:18][CH:19]=[CH:20][CH:21]=3)[N:16]=2)[CH2:10][CH2:9]1)[C:2]1[CH:7]=[CH:6][CH:5]=[CH:4][CH:3]=1. (2) Given the reactants [CH2:1]([Mg]Cl)[CH3:2].[F:5][C:6]1[CH:15]=[CH:14][CH:13]=[C:12]2[C:7]=1[CH:8]=[CH:9][C:10]([CH:16]=[O:17])=[CH:11]2, predict the reaction product. The product is: [F:5][C:6]1[CH:15]=[CH:14][CH:13]=[C:12]2[C:7]=1[CH:8]=[CH:9][C:10]([CH:16]([OH:17])[CH2:1][CH3:2])=[CH:11]2. (3) Given the reactants OC(C(F)(F)F)=O.[NH2:8][CH2:9][C:10]1[CH:40]=[C:39]([F:41])[C:13]([C:14]([NH:16][C@@H:17]([CH2:21][C:22]2[CH:27]=[CH:26][C:25]([C:28]3[C:29](=[O:38])[N:30]([CH3:37])[C:31](=[O:36])[N:32]([CH3:35])[C:33]=3[CH3:34])=[CH:24][CH:23]=2)[C:18]([OH:20])=[O:19])=[O:15])=[C:12]([F:42])[CH:11]=1.O=C1CCC(=O)N1[O:50][C:51](=O)[CH2:52][CH2:53][O:54][CH2:55][CH2:56][O:57][CH2:58][CH2:59][O:60][CH2:61][CH2:62][O:63][CH2:64][CH2:65][NH:66][C:67](=[O:77])[CH2:68][CH2:69][N:70]1[C:74](=[O:75])[CH:73]=[CH:72][C:71]1=[O:76].CCN(C(C)C)C(C)C, predict the reaction product. The product is: [O:76]=[C:71]1[CH:72]=[CH:73][C:74](=[O:75])[N:70]1[CH2:69][CH2:68][C:67]([NH:66][CH2:65][CH2:64][O:63][CH2:62][CH2:61][O:60][CH2:59][CH2:58][O:57][CH2:56][CH2:55][O:54][CH2:53][CH2:52][C:51]([NH:8][CH2:9][C:10]1[CH:11]=[C:12]([F:42])[C:13]([C:14]([NH:16][C@@H:17]([CH2:21][C:22]2[CH:23]=[CH:24][C:25]([C:28]3[C:29](=[O:38])[N:30]([CH3:37])[C:31](=[O:36])[N:32]([CH3:35])[C:33]=3[CH3:34])=[CH:26][CH:27]=2)[C:18]([OH:20])=[O:19])=[O:15])=[C:39]([F:41])[CH:40]=1)=[O:50])=[O:77]. (4) The product is: [CH3:22][C:23]1([C:28]2(/[CH:9]=[CH:10]/[C:11](=[O:12])[CH3:13])[CH2:30][CH2:29]2)[O:27][CH2:26][CH2:25][O:24]1. Given the reactants [Cl-].[Li+].COP([CH2:9][CH2:10][CH:11]=[O:12])(=O)OC.[CH:13](N(C(C)C)CC)(C)C.[CH3:22][C:23]1([C:28]2(C=O)[CH2:30][CH2:29]2)[O:27][CH2:26][CH2:25][O:24]1.[Cl-].[Na+], predict the reaction product. (5) Given the reactants [NH2:1][C:2]1[CH:3]=[C:4]([CH:7]=[C:8](Br)[CH:9]=1)[C:5]#[N:6].[CH3:11][N:12]1[CH:16]=[C:15](B2OC(C)(C)C(C)(C)O2)[CH:14]=[N:13]1.ClCCl.C([O-])([O-])=O.[Na+].[Na+], predict the reaction product. The product is: [NH2:1][C:2]1[CH:3]=[C:4]([CH:7]=[C:8]([C:15]2[CH:14]=[N:13][N:12]([CH3:11])[CH:16]=2)[CH:9]=1)[C:5]#[N:6]. (6) Given the reactants Cl.[C:2]([O:6][C:7]([N:9]1[CH2:12][C:11]2([CH2:17][CH2:16][NH:15][CH2:14][CH2:13]2)[CH2:10]1)=[O:8])([CH3:5])([CH3:4])[CH3:3].C=O.[C:20](O[BH-](OC(=O)C)OC(=O)C)(=O)C.[Na+].O, predict the reaction product. The product is: [C:2]([O:6][C:7]([N:9]1[CH2:12][C:11]2([CH2:17][CH2:16][N:15]([CH3:20])[CH2:14][CH2:13]2)[CH2:10]1)=[O:8])([CH3:5])([CH3:3])[CH3:4]. (7) Given the reactants [C:1]([O:5][C:6](=[O:16])[CH2:7][C@H:8]([OH:15])[CH2:9][CH2:10][CH2:11][CH2:12][CH2:13][CH3:14])([CH3:4])([CH3:3])[CH3:2].I[CH2:18][CH2:19][CH2:20][CH2:21][CH3:22], predict the reaction product. The product is: [C:1]([O:5][C:6](=[O:16])[C@@H:7]([CH2:18][CH2:19][CH2:20][CH2:21][CH3:22])[C@@H:8]([OH:15])[CH2:9][CH2:10][CH2:11][CH2:12][CH2:13][CH3:14])([CH3:2])([CH3:4])[CH3:3].